Task: Predict the product of the given reaction.. Dataset: Forward reaction prediction with 1.9M reactions from USPTO patents (1976-2016) (1) The product is: [CH2:16]([S:18][C:19]1[CH:27]=[CH:26][CH:25]=[CH:24][C:20]=1[C:21]([NH:11][C:10]1[C:5]([NH:4][CH2:1][CH2:2][CH3:3])=[N:6][CH:7]=[C:8]([C:12]([F:15])([F:13])[F:14])[CH:9]=1)=[O:22])[CH3:17]. Given the reactants [CH2:1]([NH:4][C:5]1[C:10]([NH2:11])=[CH:9][C:8]([C:12]([F:15])([F:14])[F:13])=[CH:7][N:6]=1)[CH2:2][CH3:3].[CH2:16]([S:18][C:19]1[CH:27]=[CH:26][CH:25]=[CH:24][C:20]=1[C:21](O)=[O:22])[CH3:17].CCN=C=NCCCN(C)C.C(=O)([O-])[O-].[Na+].[Na+], predict the reaction product. (2) The product is: [CH2:13]=[C:12]([C:11]1[N:7]([CH2:6][CH2:5][O:4][CH2:3][CH2:2][OH:1])[N:8]=[N:9][CH:10]=1)[CH3:14]. Given the reactants [OH:1][CH2:2][CH2:3][O:4][CH2:5][CH2:6][N:7]1[C:11]([C:12](O)([CH3:14])[CH3:13])=[CH:10][N:9]=[N:8]1.N1C=CC=CC=1.O=P(Cl)(Cl)Cl, predict the reaction product. (3) Given the reactants C([CH:3]([C:7](Cl)=[O:8])[C:4](Cl)=[O:5])C.[C:10]1([C:16]2[N:17]=[C:18]([NH2:21])[S:19][CH:20]=2)[CH:15]=[CH:14][CH:13]=[CH:12][CH:11]=1.CCN([CH:28]([CH3:30])C)C(C)C.[OH2:31], predict the reaction product. The product is: [CH2:28]([O:31][C:7](=[O:8])[CH2:3][C:4]([NH:21][C:18]1[S:19][CH:20]=[C:16]([C:10]2[CH:11]=[CH:12][CH:13]=[CH:14][CH:15]=2)[N:17]=1)=[O:5])[CH3:30]. (4) Given the reactants [F:1][C:2]1[CH:7]=[C:6]([F:8])[CH:5]=[CH:4][C:3]=1[OH:9].[Br:10][C:11]1[CH:16]=[C:15]([N+:17]([O-:19])=[O:18])[CH:14]=[C:13](F)[CH:12]=1.C([O-])([O-])=O.[K+].[K+], predict the reaction product. The product is: [Br:10][C:11]1[CH:12]=[C:13]([CH:14]=[C:15]([N+:17]([O-:19])=[O:18])[CH:16]=1)[O:9][C:3]1[CH:4]=[CH:5][C:6]([F:8])=[CH:7][C:2]=1[F:1]. (5) The product is: [F:24][CH:2]([F:1])[C:3]1[N:8]2[N:9]=[CH:10][C:11]([C:12]#[C:13][C:26]3[C:27]([F:37])=[CH:28][C:29]([F:36])=[C:30]([S:32]([NH2:35])(=[O:33])=[O:34])[CH:31]=3)=[C:7]2[N:6]=[C:5]([C:14]2[CH:19]=[CH:18][CH:17]=[C:16]([C:20]([F:23])([F:22])[F:21])[CH:15]=2)[CH:4]=1. Given the reactants [F:1][CH:2]([F:24])[C:3]1[N:8]2[N:9]=[CH:10][C:11]([C:12]#[CH:13])=[C:7]2[N:6]=[C:5]([C:14]2[CH:19]=[CH:18][CH:17]=[C:16]([C:20]([F:23])([F:22])[F:21])[CH:15]=2)[CH:4]=1.Br[C:26]1[C:27]([F:37])=[CH:28][C:29]([F:36])=[C:30]([S:32]([NH2:35])(=[O:34])=[O:33])[CH:31]=1, predict the reaction product.